Dataset: Forward reaction prediction with 1.9M reactions from USPTO patents (1976-2016). Task: Predict the product of the given reaction. (1) Given the reactants [CH2:1]([O:3][C:4](=[O:18])[CH:5]=[C:6]1[CH2:11][CH2:10][N:9]2[C:12](=[O:17])[O:13][C:14]([CH3:16])([CH3:15])[C@H:8]2[CH2:7]1)[CH3:2], predict the reaction product. The product is: [CH2:1]([O:3][C:4](=[O:18])[CH2:5][C@H:6]1[CH2:11][CH2:10][N:9]2[C:12](=[O:17])[O:13][C:14]([CH3:15])([CH3:16])[C@H:8]2[CH2:7]1)[CH3:2]. (2) Given the reactants [C:1]([NH:5][S:6]([CH2:9][C:10]1[CH:15]=[CH:14][CH:13]=[CH:12][CH:11]=1)(=[O:8])=[O:7])([CH3:4])([CH3:3])[CH3:2].[C:16]([Li])(C)(C)C.IC, predict the reaction product. The product is: [C:1]([NH:5][S:6]([CH:9]([C:10]1[CH:15]=[CH:14][CH:13]=[CH:12][CH:11]=1)[CH3:16])(=[O:8])=[O:7])([CH3:4])([CH3:2])[CH3:3].